From a dataset of Catalyst prediction with 721,799 reactions and 888 catalyst types from USPTO. Predict which catalyst facilitates the given reaction. (1) Reactant: [H-].[Na+].C([O:10][C:11](=O)[NH:12][C@@H:13]([C@@H:27]([F:30])[CH2:28][CH3:29])[CH2:14][NH:15][C:16]1[C:21]([F:22])=[CH:20][C:19]([C:23]([F:26])([F:25])[F:24])=[CH:18][N:17]=1)C1C=CC=CC=1.O. Product: [F:30][C@H:27]([C@H:13]1[CH2:14][N:15]([C:16]2[C:21]([F:22])=[CH:20][C:19]([C:23]([F:26])([F:25])[F:24])=[CH:18][N:17]=2)[C:11](=[O:10])[NH:12]1)[CH2:28][CH3:29]. The catalyst class is: 1. (2) Reactant: [CH3:1][S:2][CH2:3][CH:4]([CH2:8][CH3:9])[C:5](Cl)=[O:6].[C:10]([CH2:12][C:13]([O:15][CH2:16][CH2:17][CH3:18])=[O:14])#[N:11].C(N(CC)CC)C. Product: [C:10]([C:12](=[C:5]([OH:6])[CH:4]([CH2:3][S:2][CH3:1])[CH2:8][CH3:9])[C:13]([O:15][CH2:16][CH2:17][CH3:18])=[O:14])#[N:11]. The catalyst class is: 2. (3) The catalyst class is: 35. Reactant: [NH2:1][C:2]1[C:7](=[O:8])[N:6]([CH2:9][C:10]([OH:12])=O)[C:5]([C:13]2[CH:18]=[CH:17][CH:16]=[CH:15][CH:14]=2)=[N:4][CH:3]=1.S(ON1C2C=CC=CC=2N=N1)(=O)(=O)C.Cl.[NH2:34][CH:35]([CH:47]([CH3:49])[CH3:48])[C:36]([C:38]1[O:39][C:40]([C:43]([CH3:46])([CH3:45])[CH3:44])=[N:41][N:42]=1)=[O:37].C(N(CC)CC)C. Product: [C:43]([C:40]1[O:39][C:38]([C:36]([CH:35]([NH:34][C:10](=[O:12])[CH2:9][N:6]2[C:7](=[O:8])[C:2]([NH2:1])=[CH:3][N:4]=[C:5]2[C:13]2[CH:18]=[CH:17][CH:16]=[CH:15][CH:14]=2)[CH:47]([CH3:48])[CH3:49])=[O:37])=[N:42][N:41]=1)([CH3:46])([CH3:45])[CH3:44]. (4) Product: [Br:1][CH2:11][CH:10]1[O:9][C:8](=[O:17])[NH:7][CH2:3][CH2:4]1. Reactant: [Br:1]Br.[CH2:3]([NH:7][C:8](=[O:17])[O:9][CH2:10][C:11]1C=CC=CC=1)[CH2:4]C=C. The catalyst class is: 34.